This data is from Forward reaction prediction with 1.9M reactions from USPTO patents (1976-2016). The task is: Predict the product of the given reaction. (1) Given the reactants S(=O)(=O)(O)O.C([NH:13][C:14]1[CH:19]=[C:18]([C:20]2[S:24][C:23]([CH2:25][CH3:26])=[N:22][C:21]=2[C:27]2[CH:32]=[CH:31][C:30]([F:33])=[CH:29][CH:28]=2)[CH:17]=[CH:16][N:15]=1)C1C=CC=CC=1.[OH-].[Na+], predict the reaction product. The product is: [CH2:25]([C:23]1[S:24][C:20]([C:18]2[CH:17]=[CH:16][N:15]=[C:14]([NH2:13])[CH:19]=2)=[C:21]([C:27]2[CH:28]=[CH:29][C:30]([F:33])=[CH:31][CH:32]=2)[N:22]=1)[CH3:26]. (2) Given the reactants [CH:1]1([C:4]2[CH:12]=[C:11]([CH:13]([O:15][CH2:16][C:17]3([C:30]4[CH:35]=[CH:34][C:33]([F:36])=[CH:32][CH:31]=4)[CH2:22][CH2:21][N:20](C(OC(C)(C)C)=O)[CH2:19][CH2:18]3)[CH3:14])[C:10]3[C:6](=[CH:7][N:8](COCC[Si](C)(C)C)[N:9]=3)[CH:5]=2)[CH2:3][CH2:2]1, predict the reaction product. The product is: [CH:1]1([C:4]2[CH:12]=[C:11]([CH:13]([O:15][CH2:16][C:17]3([C:30]4[CH:31]=[CH:32][C:33]([F:36])=[CH:34][CH:35]=4)[CH2:22][CH2:21][NH:20][CH2:19][CH2:18]3)[CH3:14])[C:10]3[C:6](=[CH:7][NH:8][N:9]=3)[CH:5]=2)[CH2:3][CH2:2]1. (3) The product is: [CH:1]([C@:4]1([C:17]([N:19]2[CH2:24][CH2:23][N:22]([C:25]3[N:30]=[C:29]([C:31]([F:32])([F:33])[F:34])[CH:28]=[CH:27][N:26]=3)[CH2:21][CH2:20]2)=[O:18])[CH2:8][CH2:7][C@@H:6]([NH2:9])[CH2:5]1)([CH3:3])[CH3:2]. Given the reactants [CH:1]([C@:4]1([C:17]([N:19]2[CH2:24][CH2:23][N:22]([C:25]3[N:30]=[C:29]([C:31]([F:34])([F:33])[F:32])[CH:28]=[CH:27][N:26]=3)[CH2:21][CH2:20]2)=[O:18])[CH2:8][CH2:7][C@@H:6]([NH:9]C(=O)OC(C)(C)C)[CH2:5]1)([CH3:3])[CH3:2], predict the reaction product. (4) The product is: [Br:1][C:2]1[CH:3]=[CH:4][C:5]([NH2:9])=[N:6][C:7]=1[C:15]1[CH:14]=[CH:13][CH:12]=[C:11]([F:10])[CH:16]=1. Given the reactants [Br:1][C:2]1[CH:3]=[CH:4][C:5]([NH2:9])=[N:6][C:7]=1Br.[F:10][C:11]1[CH:12]=[C:13](B(O)O)[CH:14]=[CH:15][CH:16]=1.C(=O)([O-])[O-].[Na+].[Na+], predict the reaction product. (5) Given the reactants [C:1](O)(=[O:3])[CH3:2].[N:5]([C:8]1[CH:17]=[C:16]2[C:11]([C:12](=[O:28])[C:13]([C:21]3[CH:26]=[CH:25][C:24]([Cl:27])=[CH:23][CH:22]=3)=[C:14]([CH:18]([CH3:20])[CH3:19])[O:15]2)=[CH:10][CH:9]=1)=[N+]=[N-], predict the reaction product. The product is: [Cl:27][C:24]1[CH:25]=[CH:26][C:21]([C:13]2[C:12](=[O:28])[C:11]3[CH:10]=[CH:9][C:8]4[N:5]=[C:1]([CH3:2])[O:3][C:17]=4[C:16]=3[O:15][C:14]=2[CH:18]([CH3:20])[CH3:19])=[CH:22][CH:23]=1.